Dataset: Catalyst prediction with 721,799 reactions and 888 catalyst types from USPTO. Task: Predict which catalyst facilitates the given reaction. Reactant: Br[CH2:2][C:3]1[C:12]2[C:7](=[C:8]([OH:13])[CH:9]=[CH:10][CH:11]=2)[N:6]=[CH:5][CH:4]=1.[CH2:14]([NH2:21])[C:15]1[CH:20]=[CH:19][CH:18]=[CH:17][CH:16]=1.[CH2:22](N(C(C)C)C(C)C)C. Product: [CH2:14]([NH:21][CH2:2][C:3]1[C:12]2[C:7](=[C:8]([O:13][CH3:22])[CH:9]=[CH:10][CH:11]=2)[N:6]=[CH:5][CH:4]=1)[C:15]1[CH:20]=[CH:19][CH:18]=[CH:17][CH:16]=1. The catalyst class is: 163.